Dataset: Reaction yield outcomes from USPTO patents with 853,638 reactions. Task: Predict the reaction yield, written as a fraction of the theoretical maximum amount of product (1.0 means a 100% yield; for example, 0.34 means a 34% yield). (1) The yield is 1.00. The product is [CH2:1]([NH:3][C:7]1[CH:27]=[CH:26][C:10]2[N:11]([CH2:19][CH:20]3[CH2:21][CH2:22][O:23][CH2:24][CH2:25]3)[C:12]([C:14]([O:17][CH3:18])([CH3:16])[CH3:15])=[N:13][C:9]=2[CH:8]=1)[CH3:2]. The reactants are [CH2:1]([N:3]([C:7]1[CH:27]=[CH:26][C:10]2[N:11]([CH2:19][CH:20]3[CH2:25][CH2:24][O:23][CH2:22][CH2:21]3)[C:12]([C:14]([O:17][CH3:18])([CH3:16])[CH3:15])=[N:13][C:9]=2[CH:8]=1)C(=O)C)[CH3:2]. The catalyst is CCO. (2) The reactants are I[C:2]1[CH:3]=[N:4][N:5]2[C:10]([N:11]([CH3:18])[C:12]3[CH:17]=[CH:16][CH:15]=[CH:14][CH:13]=3)=[N:9][CH:8]=[N:7][C:6]=12.C([O-])([O-])=O.[Na+].[Na+].[C:25]1(B(O)O)[CH:30]=[CH:29][CH:28]=[CH:27][CH:26]=1. The catalyst is C1(C)C=CC=CC=1.O.CCO. The product is [CH3:18][N:11]([C:10]1[N:5]2[N:4]=[CH:3][C:2]([C:25]3[CH:30]=[CH:29][CH:28]=[CH:27][CH:26]=3)=[C:6]2[N:7]=[CH:8][N:9]=1)[C:12]1[CH:17]=[CH:16][CH:15]=[CH:14][CH:13]=1. The yield is 0.780. (3) The yield is 0.790. The catalyst is C1C=CC(P(C2C=CC=CC=2)[C-]2C=CC=C2)=CC=1.C1C=CC(P(C2C=CC=CC=2)[C-]2C=CC=C2)=CC=1.Cl[Pd]Cl.[Fe+2].O.O1CCOCC1.C1(C)C=CC=CC=1. The product is [N+:21]([C:24]1[CH:29]=[CH:28][C:27]([C:2]2[CH:7]=[CH:6][C:5]([C:8](=[O:20])[CH2:9][C:10]3([C:16]([O:18][CH3:19])=[O:17])[CH2:15][CH2:14][O:13][CH2:12][CH2:11]3)=[CH:4][CH:3]=2)=[CH:26][CH:25]=1)([O-:23])=[O:22]. The reactants are Br[C:2]1[CH:7]=[CH:6][C:5]([C:8](=[O:20])[CH2:9][C:10]2([C:16]([O:18][CH3:19])=[O:17])[CH2:15][CH2:14][O:13][CH2:12][CH2:11]2)=[CH:4][CH:3]=1.[N+:21]([C:24]1[CH:29]=[CH:28][C:27](B(O)O)=[CH:26][CH:25]=1)([O-:23])=[O:22].C(=O)([O-])[O-].[Na+].[Na+].ClCCl. (4) The reactants are [Cl:1][C:2]1[CH:16]=[CH:15][C:5]([CH2:6][S:7][C:8]2[C:9]([CH3:14])=[N:10][NH:11][C:12]=2[CH3:13])=[CH:4][CH:3]=1.[H-].[Na+].Br[C:20]1[N:25]=[C:24]([C:26]2[CH:31]=[CH:30][CH:29]=[CH:28][N:27]=2)[CH:23]=[CH:22][CH:21]=1.O. The catalyst is COCCOCCOC. The product is [Cl:1][C:2]1[CH:16]=[CH:15][C:5]([CH2:6][S:7][C:8]2[C:12]([CH3:13])=[N:11][N:10]([C:28]3[N:27]=[C:26]([C:24]4[CH:23]=[CH:22][CH:21]=[CH:20][N:25]=4)[CH:31]=[CH:30][CH:29]=3)[C:9]=2[CH3:14])=[CH:4][CH:3]=1. The yield is 0.430. (5) The product is [C:14]1([N:11]2[CH:12]=[C:7]([C:2]3[CH:3]=[CH:4][CH:5]=[CH:6][N:1]=3)[CH:8]=[CH:9][C:10]2=[O:13])[CH:19]=[CH:18][CH:17]=[CH:16][CH:15]=1. The reactants are [N:1]1[CH:6]=[CH:5][CH:4]=[CH:3][C:2]=1[C:7]1[CH:8]=[CH:9][C:10](=[O:13])[NH:11][CH:12]=1.[C:14]1(B(O)O)[CH:19]=[CH:18][CH:17]=[CH:16][CH:15]=1.N1C=CC=CC=1. The yield is 0.680. The catalyst is CC([O-])=O.CC([O-])=O.[Cu+2].CN(C=O)C. (6) The reactants are C1(S([N:10]2[C:14]3=[N:15][CH:16]=[CH:17][CH:18]=[C:13]3[CH:12]=[C:11]2[C:19]([C:26]2[CH:31]=[CH:30][C:29]([C:32]([OH:37])([CH2:35][CH3:36])[CH2:33][CH3:34])=[CH:28][CH:27]=2)=[CH:20][CH:21]2[CH2:25][CH2:24][CH2:23][CH2:22]2)(=O)=O)C=CC=CC=1.[OH-].[Na+]. The catalyst is C(O)C.O1CCCC1.ClCCl. The product is [CH:21]1([CH:20]=[C:19]([C:26]2[CH:27]=[CH:28][C:29]([C:32]([OH:37])([CH2:35][CH3:36])[CH2:33][CH3:34])=[CH:30][CH:31]=2)[C:11]2[NH:10][C:14]3=[N:15][CH:16]=[CH:17][CH:18]=[C:13]3[CH:12]=2)[CH2:25][CH2:24][CH2:23][CH2:22]1. The yield is 0.750. (7) The reactants are [CH2:1]([N:5]1[C:31]2[C:26](=[CH:27][CH:28]=[CH:29][CH:30]=2)[C:7]([CH2:8][C@@H:9]([C:22]([O:24]C)=[O:23])[NH:10][C:11](=[O:21])[CH:12]=[CH:13][C:14]2[CH:19]=[CH:18][CH:17]=[CH:16][C:15]=2[F:20])=[CH:6]1)[CH2:2][CH2:3][CH3:4].[OH-].[Na+]. The catalyst is CO. The product is [CH2:1]([N:5]1[C:31]2[C:26](=[CH:27][CH:28]=[CH:29][CH:30]=2)[C:7]([CH2:8][C@@H:9]([C:22]([OH:24])=[O:23])[NH:10][C:11](=[O:21])[CH:12]=[CH:13][C:14]2[CH:19]=[CH:18][CH:17]=[CH:16][C:15]=2[F:20])=[CH:6]1)[CH2:2][CH2:3][CH3:4]. The yield is 0.870.